The task is: Predict the product of the given reaction.. This data is from Forward reaction prediction with 1.9M reactions from USPTO patents (1976-2016). (1) Given the reactants [CH:1]1([C@H:7]([NH:12][C:13]([C:15]2[C:24]([NH:25][C:26]([NH:28][C:29]3[C:34]([CH3:35])=[CH:33][C:32]([CH:36]=[CH2:37])=[CH:31][C:30]=3[CH3:38])=[O:27])=[CH:23][C:22]3[C:17](=[CH:18][CH:19]=[CH:20][CH:21]=3)[CH:16]=2)=[O:14])[C:8]([O:10][CH3:11])=[O:9])[CH2:6][CH2:5][CH2:4][CH2:3][CH2:2]1.[H][H].CCCCCC.C(OCC)(=O)C, predict the reaction product. The product is: [CH:1]1([C@H:7]([NH:12][C:13]([C:15]2[C:24]([NH:25][C:26]([NH:28][C:29]3[C:34]([CH3:35])=[CH:33][C:32]([CH2:36][CH3:37])=[CH:31][C:30]=3[CH3:38])=[O:27])=[CH:23][C:22]3[C:17](=[CH:18][CH:19]=[CH:20][CH:21]=3)[CH:16]=2)=[O:14])[C:8]([O:10][CH3:11])=[O:9])[CH2:6][CH2:5][CH2:4][CH2:3][CH2:2]1. (2) Given the reactants [Br:1]Br.[Cl:3][C:4]1[CH:5]=[CH:6][C:7]2[N:8]([C:10]([C:14](=[O:16])[CH3:15])=[C:11]([CH3:13])[N:12]=2)[CH:9]=1, predict the reaction product. The product is: [Br:1][CH2:15][C:14]([C:10]1[N:8]2[CH:9]=[C:4]([Cl:3])[CH:5]=[CH:6][C:7]2=[N:12][C:11]=1[CH3:13])=[O:16].[BrH:1]. (3) Given the reactants [CH2:1]([O:3][C:4]1[N:8]([CH2:9][C:10]2[CH:15]=[CH:14][C:13]([C:16]3[CH:21]=[CH:20][CH:19]=[CH:18][C:17]=3[C:22]3[NH:26][C:25](=[O:27])[O:24][N:23]=3)=[CH:12][CH:11]=2)[C:7]2[C:28]([C:32]([OH:34])=[O:33])=[CH:29][CH:30]=[CH:31][C:6]=2[N:5]=1)[CH3:2].O[CH2:36][C:37]1[O:38][C:39](=[O:43])[O:40][C:41]=1[CH3:42].C1(C)C=CC(S(Cl)(=O)=O)=CC=1.C(=O)([O-])[O-].[K+].[K+], predict the reaction product. The product is: [CH2:1]([O:3][C:4]1[N:8]([CH2:9][C:10]2[CH:11]=[CH:12][C:13]([C:16]3[CH:21]=[CH:20][CH:19]=[CH:18][C:17]=3[C:22]3[NH:26][C:25](=[O:27])[O:24][N:23]=3)=[CH:14][CH:15]=2)[C:7]2[C:28]([C:32]([O:34][CH2:36][C:37]3[O:38][C:39](=[O:43])[O:40][C:41]=3[CH3:42])=[O:33])=[CH:29][CH:30]=[CH:31][C:6]=2[N:5]=1)[CH3:2]. (4) The product is: [F:8][C:7]1[CH:6]=[C:5]2[C:4](=[CH:3][C:2]=1[F:1])[NH:23][C:10]([C:12]1[CH:17]=[CH:16][C:15]([O:18][CH3:19])=[C:14]([NH2:20])[CH:13]=1)=[CH:9]2. Given the reactants [F:1][C:2]1[C:7]([F:8])=[CH:6][C:5]([CH2:9][C:10]([C:12]2[CH:17]=[CH:16][C:15]([O:18][CH3:19])=[C:14]([N+:20]([O-])=O)[CH:13]=2)=O)=[C:4]([N+:23]([O-])=O)[CH:3]=1, predict the reaction product. (5) Given the reactants [CH:1]([C:3]1[S:7][C:6]([CH:8]2[CH2:13][CH2:12][N:11]([C:14]([O:16][C:17]([CH3:20])([CH3:19])[CH3:18])=[O:15])[CH2:10][CH2:9]2)=[N:5][CH:4]=1)=O.[CH3:21][C:22]([CH3:27])([CH3:26])[CH2:23][CH2:24][NH2:25], predict the reaction product. The product is: [CH3:21][C:22]([CH3:27])([CH3:26])[CH2:23][CH2:24]/[N:25]=[CH:1]\[C:3]1[S:7][C:6]([CH:8]2[CH2:13][CH2:12][N:11]([C:14]([O:16][C:17]([CH3:20])([CH3:19])[CH3:18])=[O:15])[CH2:10][CH2:9]2)=[N:5][CH:4]=1. (6) Given the reactants C([O-])([O-])=O.[K+].[K+].[Cl:7][C:8]1[CH:13]=[CH:12][CH:11]=[CH:10][C:9]=1[C:14](=[O:20])[CH2:15][CH2:16][CH2:17][CH2:18]Cl.[CH3:21][CH:22]([CH3:38])[C:23]([NH:25][C:26]1[CH:31]=[CH:30][CH:29]=[C:28]([CH:32]2[CH2:37][CH2:36][NH:35][CH2:34][CH2:33]2)[CH:27]=1)=[O:24], predict the reaction product. The product is: [Cl:7][C:8]1[CH:13]=[CH:12][CH:11]=[CH:10][C:9]=1[C:14](=[O:20])[CH2:15][CH2:16][CH2:17][CH2:18][N:35]1[CH2:36][CH2:37][CH:32]([C:28]2[CH:27]=[C:26]([NH:25][C:23](=[O:24])[CH:22]([CH3:21])[CH3:38])[CH:31]=[CH:30][CH:29]=2)[CH2:33][CH2:34]1.